This data is from Catalyst prediction with 721,799 reactions and 888 catalyst types from USPTO. The task is: Predict which catalyst facilitates the given reaction. (1) Reactant: [O:1]=[C:2]1[CH2:7][O:6][C:5]2[CH:8]=[N:9][C:10]([CH:12]=O)=[N:11][C:4]=2[NH:3]1.[F:14][C:15]1[CH:16]=[N:17][C:18]2[C:23]([C:24]=1[CH2:25][CH:26]([C:28]13[CH2:35][CH2:34][C:31]([NH:36]C(=O)OC(C)(C)C)([CH2:32][CH2:33]1)[CH2:30][O:29]3)[OH:27])=[N:22][C:21]([O:44][CH3:45])=[CH:20][CH:19]=2.C(O)(=O)C.C(O[BH-](OC(=O)C)OC(=O)C)(=O)C.[Na+]. Product: [F:14][C:15]1[CH:16]=[N:17][C:18]2[C:23]([C:24]=1[CH2:25][CH:26]([C:28]13[CH2:35][CH2:34][C:31]([NH:36][CH2:12][C:10]4[N:9]=[CH:8][C:5]5[O:6][CH2:7][C:2](=[O:1])[NH:3][C:4]=5[N:11]=4)([CH2:32][CH2:33]1)[CH2:30][O:29]3)[OH:27])=[N:22][C:21]([O:44][CH3:45])=[CH:20][CH:19]=2. The catalyst class is: 9. (2) Reactant: [C:1]([C:3]1[CH:4]=[C:5]([CH:20]=[CH:21][CH:22]=1)[CH:6]=[C:7]1[CH2:12][CH2:11][N:10]([C:13]([O:15][C:16]([CH3:19])([CH3:18])[CH3:17])=[O:14])[CH2:9][CH2:8]1)#[N:2]. Product: [C:1]([C:3]1[CH:4]=[C:5]([CH:20]=[CH:21][CH:22]=1)[CH2:6][CH:7]1[CH2:8][CH2:9][N:10]([C:13]([O:15][C:16]([CH3:17])([CH3:18])[CH3:19])=[O:14])[CH2:11][CH2:12]1)#[N:2]. The catalyst class is: 43. (3) Reactant: [OH:1][CH:2]1[CH2:11][C:10]([CH3:13])([CH3:12])[C:9]2[C:4](=[CH:5][CH:6]=[CH:7][CH:8]=2)[C:3]1=O.Cl.[NH2:16][OH:17]. Product: [OH:1][CH:2]1[CH2:11][C:10]([CH3:13])([CH3:12])[C:9]2[C:4](=[CH:5][CH:6]=[CH:7][CH:8]=2)[C:3]1=[N:16][OH:17]. The catalyst class is: 17. (4) Reactant: C(OC(=O)[NH:7][C@H:8]([C:10]1[CH:15]=[CH:14][CH:13]=[C:12]([CH2:16][C@@H:17]([NH:19][C:20]2[N:29]=[CH:28][C:27]3[C:22](=[CH:23][CH:24]=[C:25]([C:30]4[CH:35]=[CH:34][CH:33]=[CH:32][C:31]=4[CH3:36])[CH:26]=3)[N:21]=2)[CH3:18])[CH:11]=1)[CH3:9])(C)(C)C.Cl. Product: [NH2:7][C@H:8]([C:10]1[CH:11]=[C:12]([CH2:16][C@@H:17]([NH:19][C:20]2[N:29]=[CH:28][C:27]3[C:22](=[CH:23][CH:24]=[C:25]([C:30]4[CH:35]=[CH:34][CH:33]=[CH:32][C:31]=4[CH3:36])[CH:26]=3)[N:21]=2)[CH3:18])[CH:13]=[CH:14][CH:15]=1)[CH3:9]. The catalyst class is: 28. (5) Reactant: [F:1][C:2]1[CH:7]=[CH:6][C:5]([CH2:8][CH:9]2[CH:13]([C:14]3[CH:19]=[CH:18][C:17]([C:20]([F:23])([F:22])[F:21])=[CH:16][CH:15]=3)[O:12]C(=O)[NH:10]2)=[CH:4][CH:3]=1.[OH-].[Na+]. Product: [NH2:10][CH:9]([CH2:8][C:5]1[CH:4]=[CH:3][C:2]([F:1])=[CH:7][CH:6]=1)[CH:13]([C:14]1[CH:19]=[CH:18][C:17]([C:20]([F:21])([F:22])[F:23])=[CH:16][CH:15]=1)[OH:12]. The catalyst class is: 8. (6) Reactant: [F:1][C:2]([F:12])([F:11])[C:3]1[CH:7]=[C:6]([C:8]([OH:10])=[O:9])[NH:5][N:4]=1.[C:13](Cl)(C)=O. Product: [F:12][C:2]([F:1])([F:11])[C:3]1[CH:7]=[C:6]([C:8]([O:10][CH3:13])=[O:9])[NH:5][N:4]=1. The catalyst class is: 5. (7) Reactant: [CH3:1][C:2]1[N:6]=[C:5]([C:7]2[CH:12]=[CH:11][C:10]([N+:13]([O-])=O)=[CH:9][CH:8]=2)[S:4][N:3]=1.C(=O)([O-])O.[Na+]. Product: [CH3:1][C:2]1[N:6]=[C:5]([C:7]2[CH:12]=[CH:11][C:10]([NH2:13])=[CH:9][CH:8]=2)[S:4][N:3]=1. The catalyst class is: 8.